Dataset: Forward reaction prediction with 1.9M reactions from USPTO patents (1976-2016). Task: Predict the product of the given reaction. (1) Given the reactants [F:1][C:2]1[CH:3]=[C:4]([CH:14]([NH:16][C:17]([C:19]2[N:20]=[C:21](Cl)[O:22][CH:23]=2)=[O:18])[CH3:15])[CH:5]=[C:6]([F:13])[C:7]=1[NH:8][S:9]([CH3:12])(=[O:11])=[O:10].[F:25][C:26]([F:38])([F:37])[CH:27]1[C:35]2[CH:34]=[CH:33][CH:32]=[C:31]([OH:36])[C:30]=2[CH2:29][CH2:28]1, predict the reaction product. The product is: [F:1][C:2]1[CH:3]=[C:4]([CH:14]([NH:16][C:17]([C:19]2[N:20]=[C:21]([O:36][C:31]3[CH:32]=[CH:33][CH:34]=[C:35]4[C:30]=3[CH2:29][CH2:28][CH:27]4[C:26]([F:25])([F:37])[F:38])[O:22][CH:23]=2)=[O:18])[CH3:15])[CH:5]=[C:6]([F:13])[C:7]=1[NH:8][S:9]([CH3:12])(=[O:11])=[O:10]. (2) Given the reactants [CH3:1][O:2][C:3]1[C:4]([N+:10]([O-:12])=[O:11])=[C:5]([CH:7]=[CH:8][CH:9]=1)[NH2:6].[H-].[Na+].[C:15](O[C:15]([O:17][C:18]([CH3:21])([CH3:20])[CH3:19])=[O:16])([O:17][C:18]([CH3:21])([CH3:20])[CH3:19])=[O:16].O, predict the reaction product. The product is: [C:18]([O:17][C:15]([NH:6][C:5]1[CH:7]=[CH:8][CH:9]=[C:3]([O:2][CH3:1])[C:4]=1[N+:10]([O-:12])=[O:11])=[O:16])([CH3:21])([CH3:20])[CH3:19]. (3) Given the reactants [N:1]1([CH2:5][CH2:6][N:7]2[CH:11]=[C:10]([C:12]3[CH:17]=[CH:16][N:15]=[C:14]([CH:18]([CH3:20])[CH3:19])[CH:13]=3)[N:9]=[C:8]2[CH:21]2[CH2:26][CH2:25][N:24]([C:27]3[N:32]=[CH:31][N:30]=[C:29]([NH2:33])[C:28]=3Br)[CH2:23][CH2:22]2)[CH2:4][CH2:3][CH2:2]1.[CH3:35][C:36]1(C)C(C)(C)OB(C=C)O1, predict the reaction product. The product is: [N:1]1([CH2:5][CH2:6][N:7]2[CH:11]=[C:10]([C:12]3[CH:17]=[CH:16][N:15]=[C:14]([CH:18]([CH3:20])[CH3:19])[CH:13]=3)[N:9]=[C:8]2[CH:21]2[CH2:26][CH2:25][N:24]([C:27]3[N:32]=[CH:31][N:30]=[C:29]([NH2:33])[C:28]=3[CH:35]=[CH2:36])[CH2:23][CH2:22]2)[CH2:4][CH2:3][CH2:2]1. (4) Given the reactants [NH2:1][CH:2]1[CH2:11][C:10]2[CH:9]=[C:8]([C:12]([O:14][CH3:15])=[O:13])[CH:7]=[CH:6][C:5]=2[CH2:4][CH2:3]1.Cl.C(N(CC)CC)C.[C:24]1([S:30](Cl)(=[O:32])=[O:31])[CH:29]=[CH:28][CH:27]=[CH:26][CH:25]=1, predict the reaction product. The product is: [C:24]1([S:30]([NH:1][CH:2]2[CH2:11][C:10]3[CH:9]=[C:8]([C:12]([O:14][CH3:15])=[O:13])[CH:7]=[CH:6][C:5]=3[CH2:4][CH2:3]2)(=[O:32])=[O:31])[CH:29]=[CH:28][CH:27]=[CH:26][CH:25]=1. (5) Given the reactants [CH:1]([N:4]1[CH2:9][CH2:8][CH:7]([O:10][C:11]2[CH:19]=[CH:18][C:17]3[N:16]4[CH2:20][CH2:21][NH:22][C:23](=[O:24])[C:15]4=[CH:14][C:13]=3[CH:12]=2)[CH2:6][CH2:5]1)([CH3:3])[CH3:2].[H-].[Na+].[CH3:27][O:28][C:29]1[CH:36]=[CH:35][CH:34]=[CH:33][C:30]=1[CH2:31]Cl, predict the reaction product. The product is: [CH:1]([N:4]1[CH2:9][CH2:8][CH:7]([O:10][C:11]2[CH:19]=[CH:18][C:17]3[N:16]4[CH2:20][CH2:21][N:22]([CH2:31][C:30]5[CH:33]=[CH:34][CH:35]=[CH:36][C:29]=5[O:28][CH3:27])[C:23](=[O:24])[C:15]4=[CH:14][C:13]=3[CH:12]=2)[CH2:6][CH2:5]1)([CH3:3])[CH3:2]. (6) Given the reactants [Cl:1][C:2]1[CH:7]=[C:6](NC2N=CN=C(NC(C3CC3)=O)C=2)[C:5](=[O:21])[N:4]2[C:22]([C:27]3[CH:32]=[CH:31][CH:30]=[C:29]([F:33])[CH:28]=3)(C)[NH:23][C:24](=[O:25])[C:3]=12.FC1C=C(C=CC=1)C=O, predict the reaction product. The product is: [Cl:1][C:2]1[CH:7]=[CH:6][C:5](=[O:21])[N:4]2[CH:22]([C:27]3[CH:32]=[CH:31][CH:30]=[C:29]([F:33])[CH:28]=3)[NH:23][C:24](=[O:25])[C:3]=12.